From a dataset of Catalyst prediction with 721,799 reactions and 888 catalyst types from USPTO. Predict which catalyst facilitates the given reaction. (1) Reactant: CN(C=O)C.CS(O[CH2:11][CH2:12][CH2:13][CH2:14][CH2:15][CH2:16][CH2:17][CH2:18]/[CH:19]=[CH:20]\[CH2:21]/[CH:22]=[CH:23]\[CH2:24][CH2:25][CH2:26][CH2:27][CH3:28])(=O)=O.CC(C)=O.C(=O)=O.[Li+].[Br-:37]. Product: [CH2:11]([Br:37])[CH2:12][CH2:13][CH2:14][CH2:15][CH2:16][CH2:17][CH2:18]/[CH:19]=[CH:20]\[CH2:21]/[CH:22]=[CH:23]\[CH2:24][CH2:25][CH2:26][CH2:27][CH3:28]. The catalyst class is: 6. (2) Reactant: [Br:1][C:2]1[C:3](Cl)=[N:4][CH:5]=[CH:6][CH:7]=1.[N:9]1[CH:14]=[CH:13][CH:12]=[CH:11][C:10]=1[NH:15][C:16]1[CH:21]=[CH:20][C:19]([OH:22])=[CH:18][CH:17]=1.C(=O)([O-])[O-].[Cs+].[Cs+]. Product: [Br:1][C:2]1[C:3]([O:22][C:19]2[CH:18]=[CH:17][C:16]([NH:15][C:10]3[CH:11]=[CH:12][CH:13]=[CH:14][N:9]=3)=[CH:21][CH:20]=2)=[N:4][CH:5]=[CH:6][CH:7]=1. The catalyst class is: 58. (3) Reactant: [CH2:1]([O:3][C:4]1[CH:9]=[CH:8][C:7]([S:10](Cl)(=[O:12])=[O:11])=[CH:6][C:5]=1[C:14]1[NH:19][C:18](=[O:20])[C:17]2=[C:21]([CH3:27])[N:22]=[C:23]([CH2:24][CH2:25][CH3:26])[N:16]2[N:15]=1)[CH3:2].Cl.CO[C:31](=O)[CH2:32][NH2:33].C([N:37](CC)CC)C. Product: [NH2:37][CH2:31][CH2:32][NH:33][S:10]([C:7]1[CH:8]=[CH:9][C:4]([O:3][CH2:1][CH3:2])=[C:5]([C:14]2[NH:19][C:18](=[O:20])[C:17]3=[C:21]([CH3:27])[N:22]=[C:23]([CH2:24][CH2:25][CH3:26])[N:16]3[N:15]=2)[CH:6]=1)(=[O:12])=[O:11]. The catalyst class is: 4. (4) Reactant: [NH2:1][CH2:2][CH:3]1[C:12]2[C:8]3=[C:9]([C:13](=[O:17])[N:14]([CH3:16])[CH:15]=[C:7]3[C:6]3[CH:18]=[C:19]([CH2:22][S:23]([CH3:26])(=[O:25])=[O:24])[CH:20]=[CH:21][C:5]=3[N:4]1[C:27]1[CH:32]=[CH:31][C:30]([F:33])=[CH:29][C:28]=1[F:34])[NH:10][CH:11]=2.C(N(C(C)C)C(C)C)C.[C:44]1([N:50]=[C:51]=[O:52])[CH:49]=[CH:48][CH:47]=[CH:46][CH:45]=1. Product: [F:34][C:28]1[CH:29]=[C:30]([F:33])[CH:31]=[CH:32][C:27]=1[N:4]1[CH:3]([CH2:2][NH:1][C:51]([NH:50][C:44]2[CH:49]=[CH:48][CH:47]=[CH:46][CH:45]=2)=[O:52])[C:12]2[C:8]3=[C:9]([C:13](=[O:17])[N:14]([CH3:16])[CH:15]=[C:7]3[C:6]3[CH:18]=[C:19]([CH2:22][S:23]([CH3:26])(=[O:25])=[O:24])[CH:20]=[CH:21][C:5]1=3)[NH:10][CH:11]=2. The catalyst class is: 7. (5) Reactant: [CH:1]1([O:5][C@H:6]2[CH2:11][CH2:10][C@H:9]([N:12]3C(=O)C4=CC=CC=C4C3=O)[CH2:8][CH2:7]2)[CH2:4][CH2:3][CH2:2]1.O.NN. Product: [CH:1]1([O:5][C@H:6]2[CH2:11][CH2:10][C@H:9]([NH2:12])[CH2:8][CH2:7]2)[CH2:4][CH2:3][CH2:2]1. The catalyst class is: 8. (6) Reactant: [F:1][C:2]1[CH:3]=[C:4]([N:9]=[C:10]=S)[CH:5]=[CH:6][C:7]=1[F:8].[NH:12]([C:14](=[O:38])[C:15]([NH:17][C:18]1[CH:23]=[CH:22][C:21]([C@H:24]2[CH2:29][CH2:28][C@H:27]([CH2:30][C:31]([O:33][CH3:34])=[O:32])[CH2:26][CH2:25]2)=[CH:20][C:19]=1[N+:35]([O-:37])=[O:36])=[O:16])[NH2:13].CCN=C=NCCCN(C)C. Product: [N+:35]([C:19]1[CH:20]=[C:21]([C@H:24]2[CH2:29][CH2:28][C@H:27]([CH2:30][C:31]([O:33][CH3:34])=[O:32])[CH2:26][CH2:25]2)[CH:22]=[CH:23][C:18]=1[NH:17][C:15]([C:14]1[O:38][C:10]([NH:9][C:4]2[CH:5]=[CH:6][C:7]([F:8])=[C:2]([F:1])[CH:3]=2)=[N:13][N:12]=1)=[O:16])([O-:37])=[O:36]. The catalyst class is: 44. (7) Reactant: [NH2:1][C:2]1[CH:7]=[CH:6][CH:5]=[CH:4][CH:3]=1.[O:8]1[C:12]([C:13]2[CH:18]=[CH:17][C:16]([NH:19][C:20]3[N:21]=[C:22](OS(C(F)(F)F)(=O)=O)[C:23]4[CH2:29][N:28](C(OC(C)(C)C)=O)[CH2:27][CH2:26][C:24]=4[N:25]=3)=[CH:15][CH:14]=2)=[CH:11][N:10]=[CH:9]1.Cl. Product: [O:8]1[C:12]([C:13]2[CH:18]=[CH:17][C:16]([NH:19][C:20]3[N:21]=[C:22]([NH:1][C:2]4[CH:7]=[CH:6][CH:5]=[CH:4][CH:3]=4)[C:23]4[CH2:29][NH:28][CH2:27][CH2:26][C:24]=4[N:25]=3)=[CH:15][CH:14]=2)=[CH:11][N:10]=[CH:9]1. The catalyst class is: 16.